From a dataset of Forward reaction prediction with 1.9M reactions from USPTO patents (1976-2016). Predict the product of the given reaction. (1) Given the reactants [F:1][C:2]([F:34])([F:33])[C:3]1[CH:28]=[C:27]([C:29]([F:32])([F:31])[F:30])[CH:26]=[CH:25][C:4]=1[CH2:5][N:6]1[C:14]2[C:9](=[CH:10][C:11]([CH:15]=[C:16]3[S:20][C:19](SCC)=[N:18][C:17]3=[O:24])=[CH:12][CH:13]=2)[CH:8]=[N:7]1.[C:35]([O:39][C:40]([N:42]1[CH2:46][CH2:45][CH:44]([NH:47][CH3:48])[CH2:43]1)=[O:41])([CH3:38])([CH3:37])[CH3:36], predict the reaction product. The product is: [C:35]([O:39][C:40]([N:42]1[CH2:46][CH2:45][CH:44]([N:47]([C:19]2[S:20][C:16](=[CH:15][C:11]3[CH:10]=[C:9]4[C:14](=[CH:13][CH:12]=3)[N:6]([CH2:5][C:4]3[CH:25]=[CH:26][C:27]([C:29]([F:32])([F:31])[F:30])=[CH:28][C:3]=3[C:2]([F:34])([F:1])[F:33])[N:7]=[CH:8]4)[C:17](=[O:24])[N:18]=2)[CH3:48])[CH2:43]1)=[O:41])([CH3:38])([CH3:37])[CH3:36]. (2) Given the reactants [C:1]([O:5][C:6]([N:8]1[CH2:13][C@@H:12]([C:14]([O:16][CH3:17])=[O:15])[O:11][C@@H:10]([C:18]([OH:20])=O)[CH2:9]1)=[O:7])([CH3:4])([CH3:3])[CH3:2].C(NC(C)C)(C)C.P(Cl)(OC1C=CC=CC=1)(OC1C=CC=CC=1)=O.[Br:45][C:46]1[S:47][C:48]([C@H:59]([NH:61][CH:62]2[CH2:64][CH2:63]2)[CH3:60])=[CH:49][C:50]=1[CH2:51][CH2:52][CH2:53][NH:54][C:55](=[O:58])[O:56][CH3:57].C(=O)([O-])O.[Na+], predict the reaction product. The product is: [Br:45][C:46]1[S:47][C:48]([C@H:59]([N:61]([CH:62]2[CH2:63][CH2:64]2)[C:18]([C@H:10]2[CH2:9][N:8]([C:6]([O:5][C:1]([CH3:2])([CH3:3])[CH3:4])=[O:7])[CH2:13][C@@H:12]([C:14]([O:16][CH3:17])=[O:15])[O:11]2)=[O:20])[CH3:60])=[CH:49][C:50]=1[CH2:51][CH2:52][CH2:53][NH:54][C:55]([O:56][CH3:57])=[O:58]. (3) Given the reactants [F:1][C:2]1([F:27])[CH2:6][N:5]([C:7]2[CH:12]=[CH:11][N:10]3[N:13]=[CH:14][C:15]([C:16](O)=[O:17])=[C:9]3[N:8]=2)[CH:4]([C:19]2[CH:24]=[C:23]([F:25])[CH:22]=[CH:21][C:20]=2[OH:26])[CH2:3]1.C1C=CC2N(O)N=NC=2C=1.CCN=C=NCCCN(C)C.Cl.[NH2:50][CH2:51][C@H:52]([OH:55])[CH2:53][Cl:54].CCN(C(C)C)C(C)C, predict the reaction product. The product is: [Cl:54][CH2:53][C@@H:52]([OH:55])[CH2:51][NH:50][C:16]([C:15]1[CH:14]=[N:13][N:10]2[CH:11]=[CH:12][C:7]([N:5]3[CH2:6][C:2]([F:1])([F:27])[CH2:3][CH:4]3[C:19]3[CH:24]=[C:23]([F:25])[CH:22]=[CH:21][C:20]=3[OH:26])=[N:8][C:9]=12)=[O:17]. (4) Given the reactants [CH2:1]([N:3]([C:7]1[CH:12]=[CH:11][C:10]([NH:13][CH2:14][CH:15]2[CH2:20][CH2:19][O:18][CH2:17][CH2:16]2)=[C:9]([N+:21]([O-])=O)[CH:8]=1)[C:4](=[O:6])[CH3:5])[CH3:2], predict the reaction product. The product is: [NH2:21][C:9]1[CH:8]=[C:7]([N:3]([CH2:1][CH3:2])[C:4](=[O:6])[CH3:5])[CH:12]=[CH:11][C:10]=1[NH:13][CH2:14][CH:15]1[CH2:16][CH2:17][O:18][CH2:19][CH2:20]1. (5) Given the reactants [OH:1][CH:2]([C:14]1[CH:19]=[CH:18][C:17]([C:20]2[N:24]=[C:23]([C:25]3[O:29][N:28]=[C:27]([C:30]4[CH:35]=[CH:34][CH:33]=[CH:32][CH:31]=4)[C:26]=3[C:36]([F:39])([F:38])[F:37])[O:22][N:21]=2)=[CH:16][CH:15]=1)[C:3]([NH:5][CH2:6][C:7]([O:9]C(C)(C)C)=[O:8])=[O:4], predict the reaction product. The product is: [OH:1][CH:2]([C:14]1[CH:15]=[CH:16][C:17]([C:20]2[N:24]=[C:23]([C:25]3[O:29][N:28]=[C:27]([C:30]4[CH:31]=[CH:32][CH:33]=[CH:34][CH:35]=4)[C:26]=3[C:36]([F:37])([F:38])[F:39])[O:22][N:21]=2)=[CH:18][CH:19]=1)[C:3]([NH:5][CH2:6][C:7]([OH:9])=[O:8])=[O:4]. (6) Given the reactants [NH2:1][C:2]1[CH:7]=[CH:6][C:5]([OH:8])=[CH:4][CH:3]=1.CC(C)([O-])C.[K+].Cl[C:16]1[CH:21]=[CH:20][N:19]=[C:18]([C:22](=[O:32])[NH:23][CH2:24][CH2:25][N:26]2[CH2:31][CH2:30][O:29][CH2:28][CH2:27]2)[CH:17]=1.C([O-])([O-])=O.[K+].[K+], predict the reaction product. The product is: [N:26]1([CH2:25][CH2:24][NH:23][C:22]([C:18]2([O:8][C:5]3[CH:6]=[CH:7][C:2]([NH2:1])=[CH:3][CH:4]=3)[CH:17]=[CH:16][CH:21]=[CH:20][NH:19]2)=[O:32])[CH2:31][CH2:30][O:29][CH2:28][CH2:27]1. (7) The product is: [C:1]1([N:7]2[CH:12]=[CH:11][C:10]([CH2:13][C:14]3[N:15]=[N:16][NH:17][CH:18]=3)=[C:9]([O:19][CH3:20])[C:8]2=[S:31])[CH:6]=[CH:5][CH:4]=[CH:3][CH:2]=1. Given the reactants [C:1]1([N:7]2[CH:12]=[CH:11][C:10]([CH2:13][C:14]3[N:15]=[N:16][NH:17][CH:18]=3)=[C:9]([O:19][CH3:20])[C:8]2=O)[CH:6]=[CH:5][CH:4]=[CH:3][CH:2]=1.COC1C=CC(P2(SP(C3C=CC(OC)=CC=3)(=S)S2)=[S:31])=CC=1, predict the reaction product. (8) Given the reactants FC(F)(F)S(O[C:7]1[CH:12]=[CH:11][CH:10]=[C:9]([N+:13]([O-:15])=[O:14])[C:8]=1[C:16]#[N:17])(=O)=O.[CH:20](/B(O)O)=[CH:21]/[CH3:22], predict the reaction product. The product is: [N+:13]([C:9]1[CH:10]=[CH:11][CH:12]=[C:7](/[CH:20]=[CH:21]\[CH3:22])[C:8]=1[C:16]#[N:17])([O-:15])=[O:14]. (9) Given the reactants [N:1]#N.Cl[Si](C)(C)C.F[C:9](F)(F)[C:10](F)(F)[CH2:11][CH2:12]I.[CH2:18]([N:25]1[CH2:30][CH2:29][C:28]([S:38]([C:41]2[CH:46]=[CH:45][C:44]([C:47]3[CH:52]=[CH:51][C:50]([O:53][C:54]([F:59])([F:58])[CH:55]([F:57])[F:56])=[CH:49][CH:48]=3)=[CH:43][CH:42]=2)(=[O:40])=[O:39])([C:31](OC(C)(C)C)=[O:32])[CH2:27][CH2:26]1)[C:19]1C=CC=C[CH:20]=1.[C:60]([O:63]CC)(=[O:62])C, predict the reaction product. The product is: [CH:18]1([N:25]2[CH2:30][CH2:29][C:28]([S:38]([C:41]3[CH:42]=[CH:43][C:44]([C:47]4[CH:48]=[CH:49][C:50]([O:53][C:54]([F:58])([F:59])[CH:55]([F:56])[F:57])=[CH:51][CH:52]=4)=[CH:45][CH:46]=3)(=[O:40])=[O:39])([C:31]([NH:1][O:63][CH:60]3[CH2:12][CH2:11][CH2:10][CH2:9][O:62]3)=[O:32])[CH2:27][CH2:26]2)[CH2:19][CH2:20]1.